From a dataset of Reaction yield outcomes from USPTO patents with 853,638 reactions. Predict the reaction yield, written as a fraction of the theoretical maximum amount of product (1.0 means a 100% yield; for example, 0.34 means a 34% yield). (1) The reactants are ClC1C=C(CNC2N=CC3C=C(C4C(Cl)=CC=CC=4Cl)N(C[C@@H]4CCCNC4)C=3N=2)C=CC=1O.[Cl:35][C:36]1[CH:41]=[CH:40][CH:39]=[C:38]([Cl:42])[C:37]=1[C:43]1[N:61]([CH2:62][C@@H:63]2[CH2:68][CH2:67][CH2:66][N:65](C(OC(C)(C)C)=O)[CH2:64]2)[C:46]2[N:47]=[C:48]([NH:51][CH2:52][C:53]3[CH:58]=[CH:57][C:56]([OH:59])=[C:55]([F:60])[CH:54]=3)[N:49]=[CH:50][C:45]=2[CH:44]=1. No catalyst specified. The product is [Cl:42][C:38]1[CH:39]=[CH:40][CH:41]=[C:36]([Cl:35])[C:37]=1[C:43]1[N:61]([CH2:62][C@@H:63]2[CH2:68][CH2:67][CH2:66][NH:65][CH2:64]2)[C:46]2[N:47]=[C:48]([NH:51][CH2:52][C:53]3[CH:58]=[CH:57][C:56]([OH:59])=[C:55]([F:60])[CH:54]=3)[N:49]=[CH:50][C:45]=2[CH:44]=1. The yield is 0.530. (2) The reactants are O=[C:2]1[C:14]2[C:13]3[C:12]([C:15]([O:17]C)=O)=[CH:11][CH:10]=[CH:9][C:8]=3[NH:7][C:6]=2[CH2:5][N:4]([C:19]([O:21][CH2:22][C:23]2[CH:28]=[CH:27][CH:26]=[CH:25][CH:24]=2)=[O:20])[CH2:3]1.C(O)(=O)C.O.[NH2:34][NH2:35]. The catalyst is CO. The product is [O:17]=[C:15]1[C:12]2=[CH:11][CH:10]=[CH:9][C:8]3[NH:7][C:6]4[CH2:5][N:4]([C:19]([O:21][CH2:22][C:23]5[CH:28]=[CH:27][CH:26]=[CH:25][CH:24]=5)=[O:20])[CH2:3][C:2]([C:14]=4[C:13]=32)=[N:35][NH:34]1. The yield is 0.940. (3) The reactants are FC1C=CC(CN)=CC=1.[NH2:10][CH2:11][C:12]1[CH:13]=[N:14][CH:15]=[CH:16][CH:17]=1.[CH2:18]([N:25]1[CH2:29][CH2:28][N:27]([C:30]2[S:31][C:32]([C:36](O)=[O:37])=[C:33]([CH3:35])[N:34]=2)[C:26]1=[O:39])[C:19]1[CH:24]=[CH:23][CH:22]=[CH:21][CH:20]=1. No catalyst specified. The product is [CH2:18]([N:25]1[CH2:29][CH2:28][N:27]([C:30]2[S:31][C:32]([C:36]([NH:10][CH2:11][C:12]3[CH:13]=[N:14][CH:15]=[CH:16][CH:17]=3)=[O:37])=[C:33]([CH3:35])[N:34]=2)[C:26]1=[O:39])[C:19]1[CH:24]=[CH:23][CH:22]=[CH:21][CH:20]=1. The yield is 0.570. (4) The reactants are [I:1][C:2]1[N:3]=[CH:4][NH:5][CH:6]=1.[CH2:7]([O:9][CH:10]([O:13][CH2:14][CH3:15])[CH2:11]Br)[CH3:8].C([O-])([O-])=O.[K+].[K+]. The catalyst is CS(C)=O.O. The product is [CH2:7]([O:9][CH:10]([O:13][CH2:14][CH3:15])[CH2:11][N:5]1[CH:6]=[C:2]([I:1])[N:3]=[CH:4]1)[CH3:8]. The yield is 0.710. (5) The reactants are Br[CH:2]([C:4]1[N:5]([C:15]2[CH:20]=[CH:19][C:18]([F:21])=[CH:17][CH:16]=2)[C:6](=[O:14])[C:7]2[CH:13]=[CH:12][CH:11]=[N:10][C:8]=2[N:9]=1)[CH3:3].[CH3:22][NH2:23]. The catalyst is C(O)C. The yield is 0.830. The product is [F:21][C:18]1[CH:19]=[CH:20][C:15]([N:5]2[C:6](=[O:14])[C:7]3[CH:13]=[CH:12][CH:11]=[N:10][C:8]=3[N:9]=[C:4]2[CH:2]([NH:23][CH3:22])[CH3:3])=[CH:16][CH:17]=1. (6) The reactants are Br[C:2]1[CH:22]=[CH:21][C:5]2[NH:6][C:7]([CH2:9][O:10][C:11]3[CH:16]=[CH:15][C:14]([C:17]([F:20])([F:19])[F:18])=[CH:13][CH:12]=3)=[N:8][C:4]=2[CH:3]=1.[C:23]([C:26]1[CH:31]=[CH:30][CH:29]=[CH:28][C:27]=1B(O)O)(=[O:25])[CH3:24].C(=O)([O-])[O-].[Na+].[Na+]. The catalyst is COCCOC.O. The product is [F:18][C:17]([F:20])([F:19])[C:14]1[CH:15]=[CH:16][C:11]([O:10][CH2:9][C:7]2[NH:6][C:5]3[CH:21]=[CH:22][C:2]([C:27]4[CH:28]=[CH:29][CH:30]=[CH:31][C:26]=4[C:23](=[O:25])[CH3:24])=[CH:3][C:4]=3[N:8]=2)=[CH:12][CH:13]=1. The yield is 0.870. (7) The reactants are Br[C:2]1[C:10]2[N:9]=[C:8]([CH3:11])[N:7]([CH2:12][C:13]3[CH:18]=[CH:17][CH:16]=[C:15]([C:19]([F:22])([F:21])[F:20])[C:14]=3[CH3:23])[C:6]=2[CH:5]=[C:4]([N:24]2[CH2:29][CH2:28][O:27][CH2:26][CH2:25]2)[CH:3]=1.[O:30]1[CH:34]=[CH:33][C:32](B(O)O)=[CH:31]1.C(=O)([O-])[O-].[Na+].[Na+].C(O)(C(F)(F)F)=O. The catalyst is COCCOC.O.C1C=CC(P(C2C=CC=CC=2)[C-]2C=CC=C2)=CC=1.C1C=CC(P(C2C=CC=CC=2)[C-]2C=CC=C2)=CC=1.Cl[Pd]Cl.[Fe+2].C(Cl)Cl.C(#N)C. The product is [O:30]1[CH:34]=[CH:33][C:32]([C:2]2[C:10]3[N:9]=[C:8]([CH3:11])[N:7]([CH2:12][C:13]4[CH:18]=[CH:17][CH:16]=[C:15]([C:19]([F:22])([F:21])[F:20])[C:14]=4[CH3:23])[C:6]=3[CH:5]=[C:4]([N:24]3[CH2:25][CH2:26][O:27][CH2:28][CH2:29]3)[CH:3]=2)=[CH:31]1. The yield is 0.141. (8) The reactants are COC1C=CC(P2(SP(C3C=CC(OC)=CC=3)(=S)S2)=[S:10])=CC=1.[F:23][C:24]1[CH:29]=[CH:28][C:27]([C:30]2[O:31][C:32]3[CH:41]=[C:40]([NH:42][S:43]([CH3:46])(=[O:45])=[O:44])[C:39]([O:47][CH:48]([CH3:50])[CH3:49])=[CH:38][C:33]=3[C:34]=2[C:35]([NH2:37])=O)=[CH:26][CH:25]=1. The catalyst is C1COCC1. The product is [F:23][C:24]1[CH:29]=[CH:28][C:27]([C:30]2[O:31][C:32]3[CH:41]=[C:40]([NH:42][S:43]([CH3:46])(=[O:44])=[O:45])[C:39]([O:47][CH:48]([CH3:49])[CH3:50])=[CH:38][C:33]=3[C:34]=2[C:35](=[S:10])[NH2:37])=[CH:26][CH:25]=1. The yield is 0.290. (9) The reactants are [Cl:1][C:2]1[CH:3]=[C:4]2[C:9](=[CH:10][C:11]=1[F:12])[NH:8][C:7](=[O:13])[C:6]([CH:14]=O)=[CH:5]2.[CH3:16][C:17]([S@:20]([NH2:22])=[O:21])([CH3:19])[CH3:18]. The catalyst is CC(C)[O-].[Ti+4].CC(C)[O-].CC(C)[O-].CC(C)[O-].C1COCC1. The product is [Cl:1][C:2]1[CH:3]=[C:4]2[C:9](=[CH:10][C:11]=1[F:12])[NH:8][C:7](=[O:13])[C:6](/[CH:14]=[N:22]/[S@@:20]([C:17]([CH3:19])([CH3:18])[CH3:16])=[O:21])=[CH:5]2. The yield is 1.00. (10) The reactants are C(N(CC)CC)C.Cl.Cl.[CH3:10][CH:11]1[CH2:16][NH:15][CH2:14][CH2:13][N:12]1[C:17]1[N:22]=[CH:21][C:20]([O:23][CH2:24][C:25]2[C:30]([C:31]#[N:32])=[CH:29][N:28]=[CH:27][CH:26]=2)=[CH:19][N:18]=1.[C:33](=O)([O:41][C@H:42]([CH3:47])[C:43]([F:46])([F:45])[F:44])[O:34]C1C=CC=CC=1.FC(F)(F)[C@H](O)C. The catalyst is C(Cl)(Cl)Cl.C(Cl)Cl. The product is [C:31]([C:30]1[CH:29]=[N:28][CH:27]=[CH:26][C:25]=1[CH2:24][O:23][C:20]1[CH:19]=[N:18][C:17]([N:12]2[CH2:13][CH2:14][N:15]([C:33]([O:41][C@H:42]([CH3:47])[C:43]([F:46])([F:45])[F:44])=[O:34])[CH2:16][C@H:11]2[CH3:10])=[N:22][CH:21]=1)#[N:32]. The yield is 0.430.